From a dataset of Catalyst prediction with 721,799 reactions and 888 catalyst types from USPTO. Predict which catalyst facilitates the given reaction. (1) Reactant: [Si:1]([O:8][C:9]1[CH:10]=[CH:11][CH:12]=[C:13]2[C:18]=1[N:17]=[C:16](/[CH:19]=[N:20]/[N:21]=[C:22]1\[NH:23][CH:24]=[CH:25][C:26]([I:28])=[CH:27]\1)[CH:15]=[CH:14]2)([C:4]([CH3:7])([CH3:6])[CH3:5])([CH3:3])[CH3:2].C(O)(=O)C.C(O)(=O)C.IC1C=CC=CC=1. Product: [Si:1]([O:8][C:9]1[CH:10]=[CH:11][CH:12]=[C:13]2[C:18]=1[N:17]=[C:16]([C:19]1[N:23]3[CH:24]=[CH:25][C:26]([I:28])=[CH:27][C:22]3=[N:21][N:20]=1)[CH:15]=[CH:14]2)([C:4]([CH3:7])([CH3:5])[CH3:6])([CH3:3])[CH3:2]. The catalyst class is: 1. (2) Reactant: [C:1]([C:4]1[CH:9]=[C:8]([O:10][C:11]2[CH:20]=[C:19]3[C:14]([CH2:15][CH2:16][CH:17]([C:21]([NH:23][C:24]4[CH:29]=[CH:28][CH:27]=[C:26]([C:30]([CH3:33])([CH3:32])[CH3:31])[CH:25]=4)=[O:22])[CH2:18]3)=[CH:13][CH:12]=2)[CH:7]=[CH:6][N:5]=1)(=O)[CH3:2].O.[NH2:35]N.COC(OC)[N:40]([CH3:42])C. Product: [C:30]([C:26]1[CH:25]=[C:24]([NH:23][C:21]([CH:17]2[CH2:16][CH2:15][C:14]3[C:19](=[CH:20][C:11]([O:10][C:8]4[CH:7]=[CH:6][N:5]=[C:4]([C:1]5[CH:2]=[CH:42][NH:40][N:35]=5)[CH:9]=4)=[CH:12][CH:13]=3)[CH2:18]2)=[O:22])[CH:29]=[CH:28][CH:27]=1)([CH3:33])([CH3:31])[CH3:32]. The catalyst class is: 6. (3) Reactant: C(OC([NH:11][CH:12]1[N:18]=[C:17]([CH:19]2[CH2:24][CH2:23][CH2:22][CH2:21][CH2:20]2)[C:16]2[CH:25]=[CH:26][CH:27]=[C:28]([CH3:29])[C:15]=2[N:14]([CH2:30][C:31]2[N:32]=[CH:33][N:34](C(C3C=CC=CC=3)(C3C=CC=CC=3)C3C=CC=CC=3)[CH:35]=2)[C:13]1=[O:55])=O)C1C=CC=CC=1.Br.C(OCC)(=O)C. Product: [NH2:11][CH:12]1[N:18]=[C:17]([CH:19]2[CH2:20][CH2:21][CH2:22][CH2:23][CH2:24]2)[C:16]2[CH:25]=[CH:26][CH:27]=[C:28]([CH3:29])[C:15]=2[N:14]([CH2:30][C:31]2[N:32]=[CH:33][NH:34][CH:35]=2)[C:13]1=[O:55]. The catalyst class is: 15. (4) Reactant: CS(O[CH2:6][CH2:7][N:8]1[C:20]2[C:19]3[CH2:18][CH2:17][CH2:16][CH2:15][C:14]=3[N:13]=[C:12]([N:21]([C:29]([O:31][C:32]([CH3:35])([CH3:34])[CH3:33])=[O:30])[C:22]([O:24][C:25]([CH3:28])([CH3:27])[CH3:26])=[O:23])[C:11]=2[N:10]=[C:9]1[CH2:36][CH2:37][CH2:38][CH3:39])(=O)=O.[C:40]1([SH:46])[CH:45]=[CH:44][CH:43]=[CH:42][CH:41]=1.C(N(CC)CC)C. Product: [CH2:36]([C:9]1[N:8]([CH2:7][CH2:6][S:46][C:40]2[CH:45]=[CH:44][CH:43]=[CH:42][CH:41]=2)[C:20]2[C:19]3[CH2:18][CH2:17][CH2:16][CH2:15][C:14]=3[N:13]=[C:12]([N:21]([C:22]([O:24][C:25]([CH3:26])([CH3:28])[CH3:27])=[O:23])[C:29]([O:31][C:32]([CH3:35])([CH3:33])[CH3:34])=[O:30])[C:11]=2[N:10]=1)[CH2:37][CH2:38][CH3:39]. The catalyst class is: 9. (5) Reactant: [F:1][C:2]1[CH:3]=[C:4]([CH2:9][N:10]2[CH2:14][CH2:13][CH2:12][C:11]2=[O:15])[CH:5]=[CH:6][C:7]=1I.[F:16][C:17]([F:28])([F:27])[C:18]1[C:19]2[CH2:26][CH2:25][O:24][CH2:23][C:20]=2[NH:21][N:22]=1.CN(C)CC(O)=O.C(=O)([O-])[O-].[K+].[K+]. Product: [F:1][C:2]1[CH:3]=[C:4]([CH2:9][N:10]2[CH2:14][CH2:13][CH2:12][C:11]2=[O:15])[CH:5]=[CH:6][C:7]=1[N:21]1[C:20]2[CH2:23][O:24][CH2:25][CH2:26][C:19]=2[C:18]([C:17]([F:27])([F:28])[F:16])=[N:22]1. The catalyst class is: 156. (6) Reactant: [Cl:1][C:2]1[CH:3]=[CH:4][C:5]2[NH:11][C:10](=[N:12][NH:13][C:14](=O)[CH2:15][C:16]([CH3:19])([CH3:18])[CH3:17])[C@@H:9]([CH2:21][C:22]([O:24][CH2:25][CH3:26])=[O:23])[O:8][C@H:7]([C:27]3[CH:32]=[CH:31][CH:30]=[C:29]([O:33][CH3:34])[C:28]=3[O:35][CH3:36])[C:6]=2[CH:37]=1. Product: [Cl:1][C:2]1[CH:3]=[CH:4][C:5]2[N:11]3[C:14]([CH2:15][C:16]([CH3:17])([CH3:18])[CH3:19])=[N:13][N:12]=[C:10]3[C@@H:9]([CH2:21][C:22]([O:24][CH2:25][CH3:26])=[O:23])[O:8][C@H:7]([C:27]3[CH:32]=[CH:31][CH:30]=[C:29]([O:33][CH3:34])[C:28]=3[O:35][CH3:36])[C:6]=2[CH:37]=1. The catalyst class is: 15. (7) Reactant: C[Li].[CH2:3](OCC)C.[CH3:8][O:9][C:10]1[CH:15]=[CH:14][C:13]([N:16]2[CH2:21][CH2:20][N:19]([C:22]3[C:23]([CH3:36])=[C:24]([CH3:35])[C:25]4[O:29][C:28]([CH3:31])([CH3:30])[C:27](=[O:32])[C:26]=4[C:33]=3[CH3:34])[CH2:18][CH2:17]2)=[CH:12][CH:11]=1. Product: [CH3:30][C:28]1([CH3:31])[C:27]([CH3:3])([OH:32])[C:26]2[C:33]([CH3:34])=[C:22]([N:19]3[CH2:18][CH2:17][N:16]([C:13]4[CH:12]=[CH:11][C:10]([O:9][CH3:8])=[CH:15][CH:14]=4)[CH2:21][CH2:20]3)[C:23]([CH3:36])=[C:24]([CH3:35])[C:25]=2[O:29]1. The catalyst class is: 20. (8) Reactant: [CH3:1][C:2]([C:4]1[CH:9]=[CH:8][C:7]([O:10][CH3:11])=[CH:6][CH:5]=1)=[O:3].[CH3:12][O:13][C:14]1[C:23]([O:24][CH3:25])=[CH:22][CH:21]=[CH:20][C:15]=1[C:16](OC)=[O:17].[H-].[Na+]. Product: [CH3:12][O:13][C:14]1[C:23]([O:24][CH3:25])=[CH:22][CH:21]=[CH:20][C:15]=1[C:16](=[O:17])[CH2:1][C:2]([C:4]1[CH:9]=[CH:8][C:7]([O:10][CH3:11])=[CH:6][CH:5]=1)=[O:3]. The catalyst class is: 3.